This data is from Peptide-MHC class II binding affinity with 134,281 pairs from IEDB. The task is: Regression. Given a peptide amino acid sequence and an MHC pseudo amino acid sequence, predict their binding affinity value. This is MHC class II binding data. (1) The peptide sequence is ATPEAKYDAYVATLS. The MHC is HLA-DPA10201-DPB11401 with pseudo-sequence HLA-DPA10201-DPB11401. The binding affinity (normalized) is 0.625. (2) The peptide sequence is VPRRGPRGGPGRSYA. The MHC is DRB3_0101 with pseudo-sequence DRB3_0101. The binding affinity (normalized) is 0.217. (3) The peptide sequence is RAYRNALSMMPEAMT. The MHC is DRB1_0301 with pseudo-sequence DRB1_0301. The binding affinity (normalized) is 0.465. (4) The peptide sequence is ILELAQSETCSPGGQ. The MHC is DRB5_0101 with pseudo-sequence DRB5_0101. The binding affinity (normalized) is 0.